This data is from Forward reaction prediction with 1.9M reactions from USPTO patents (1976-2016). The task is: Predict the product of the given reaction. (1) Given the reactants [CH3:1][O:2][CH2:3][O:4][C@H:5]1[CH2:22][CH2:21][C@:20]2([CH3:23])[C@H:7]([CH2:8][CH2:9][C@H:10]3[C@H:19]2[CH2:18][CH2:17][C@:15]2([CH3:16])[C@@H:11]3[CH2:12][C@@H:13]([OH:24])[CH2:14]2)[CH2:6]1.[CH3:25]I, predict the reaction product. The product is: [CH3:25][O:24][C@@H:13]1[CH2:12][C@@H:11]2[C@@H:10]3[C@@H:19]([CH2:18][CH2:17][C@@:15]2([CH3:16])[CH2:14]1)[C@@:20]1([CH3:23])[C@@H:7]([CH2:6][C@@H:5]([O:4][CH2:3][O:2][CH3:1])[CH2:22][CH2:21]1)[CH2:8][CH2:9]3. (2) Given the reactants S(Cl)([Cl:3])=O.[CH2:5]1[C:14]2[C:9](=[CH:10][CH:11]=[CH:12][CH:13]=2)[CH:8](O)[CH2:7][O:6]1.N1C=CC=CC=1, predict the reaction product. The product is: [Cl:3][CH:8]1[C:9]2[C:14](=[CH:13][CH:12]=[CH:11][CH:10]=2)[CH2:5][O:6][CH2:7]1. (3) Given the reactants CN(C)C=O.C(Cl)(=O)C(Cl)=O.[F:12][C:13]1[CH:14]=[C:15]([C:22]([NH2:24])=O)[CH:16]=[C:17]([CH:21]=1)[C:18]([NH2:20])=O.Cl, predict the reaction product. The product is: [F:12][C:13]1[CH:21]=[C:17]([C:18]#[N:20])[CH:16]=[C:15]([CH:14]=1)[C:22]#[N:24]. (4) Given the reactants Br[C:2]1[CH:3]=[CH:4][C:5]2[O:11][CH2:10][CH2:9][N:8]3[C:12]([CH2:18][N:19]4[CH2:23][CH2:22][C:21](=[O:24])[CH2:20]4)=[C:13]([C:15]([NH2:17])=[O:16])[N:14]=[C:7]3[C:6]=2[CH:25]=1.[CH3:26][C:27]([OH:31])([C:29]#[CH:30])[CH3:28], predict the reaction product. The product is: [OH:31][C:27]([CH3:28])([CH3:26])[C:29]#[C:30][C:2]1[CH:3]=[CH:4][C:5]2[O:11][CH2:10][CH2:9][N:8]3[C:12]([CH2:18][N:19]4[CH2:23][CH2:22][C:21](=[O:24])[CH2:20]4)=[C:13]([C:15]([NH2:17])=[O:16])[N:14]=[C:7]3[C:6]=2[CH:25]=1.